Dataset: Full USPTO retrosynthesis dataset with 1.9M reactions from patents (1976-2016). Task: Predict the reactants needed to synthesize the given product. Given the product [NH2:28][C:29]1[S:33][C:32]([C:34]2[C:39]([F:40])=[CH:38][CH:37]=[CH:36][C:35]=2[F:41])=[N:31][C:30]=1[C:42]([NH:1][C:2]1[CH:3]=[N:4][N:5]([CH3:20])[C:6]=1[N:7]1[CH2:11][CH2:10][C@H:9]([NH2:12])[CH2:8]1)=[O:43], predict the reactants needed to synthesize it. The reactants are: [NH2:1][C:2]1[CH:3]=[N:4][N:5]([CH3:20])[C:6]=1[N:7]1[CH2:11][CH2:10][C@H:9]([NH:12]C(=O)OC(C)(C)C)[CH2:8]1.C(OC([NH:28][C:29]1[S:33][C:32]([C:34]2[C:39]([F:40])=[CH:38][CH:37]=[CH:36][C:35]=2[F:41])=[N:31][C:30]=1[C:42](O)=[O:43])=O)(C)(C)C.CN(C(ON1N=NC2C=CC=NC1=2)=[N+](C)C)C.F[P-](F)(F)(F)(F)F.